From a dataset of Forward reaction prediction with 1.9M reactions from USPTO patents (1976-2016). Predict the product of the given reaction. (1) Given the reactants Br[C:2]1[S:6][C:5]([CH:7]2[N:11]([C:12]3[CH:17]=[CH:16][C:15]([F:18])=[CH:14][C:13]=3[F:19])[N:10]=[C:9]([C:20]([F:26])([F:25])[C:21]([F:24])([F:23])[F:22])[CH2:8]2)=[CH:4][CH:3]=1.[CH3:27][S:28][C:29]1[CH:30]=[C:31](B(O)O)[CH:32]=[CH:33][CH:34]=1.C(=O)([O-])[O-].[Na+].[Na+].C(O)C, predict the reaction product. The product is: [F:19][C:13]1[CH:14]=[C:15]([F:18])[CH:16]=[CH:17][C:12]=1[N:11]1[CH:7]([C:5]2[S:6][C:2]([C:33]3[CH:32]=[CH:31][CH:30]=[C:29]([S:28][CH3:27])[CH:34]=3)=[CH:3][CH:4]=2)[CH2:8][C:9]([C:20]([F:26])([F:25])[C:21]([F:24])([F:23])[F:22])=[N:10]1. (2) Given the reactants C(OC([N:8]1[CH2:13][CH2:12][C@H:11]([C:14]2[N:15]([CH2:27][CH2:28][O:29]C3CCCCO3)[CH:16]=[C:17]([C:19]3[CH:24]=[CH:23][C:22]([F:25])=[C:21]([CH3:26])[CH:20]=3)[N:18]=2)[C@H:10]([F:36])[CH2:9]1)=O)(C)(C)C.FC(F)(F)C(O)=O, predict the reaction product. The product is: [F:25][C:22]1[CH:23]=[CH:24][C:19]([C:17]2[N:18]=[C:14]([C@H:11]3[CH2:12][CH2:13][NH:8][CH2:9][C@H:10]3[F:36])[N:15]([CH2:27][CH2:28][OH:29])[CH:16]=2)=[CH:20][C:21]=1[CH3:26]. (3) Given the reactants [NH3:1].[CH2:2]([O:4][C:5]([C:7]1[C:8]2[S:16][CH:15]=[C:14]([CH2:17][O:18][C:19]3[CH:24]=[C:23]([C:25]4[N:29](C)[CH:28]=[N:27][N:26]=4)[CH:22]=[CH:21][C:20]=3[CH3:31])[C:9]=2[C:10](Cl)=[N:11][CH:12]=1)=[O:6])[CH3:3].[CH3:32]C(O)C, predict the reaction product. The product is: [CH2:2]([O:4][C:5]([C:7]1[C:8]2[S:16][CH:15]=[C:14]([CH2:17][O:18][C:19]3[CH:24]=[C:23]([C:25]4[NH:29][C:28]([CH3:32])=[N:27][N:26]=4)[CH:22]=[CH:21][C:20]=3[CH3:31])[C:9]=2[C:10]([NH2:11])=[N:1][CH:12]=1)=[O:6])[CH3:3]. (4) Given the reactants C([O:4][CH:5]([CH3:44])[CH2:6][CH2:7][CH2:8][CH2:9][N:10]1[C:19](=[O:20])[C:18]2[N:17]([CH3:21])[CH:16]=[N:15][C:14]=2[N:13]([CH2:22][CH2:23][CH2:24][CH2:25][CH2:26][CH2:27][NH:28][C:29](=[O:43])[CH2:30][CH2:31][CH2:32][CH2:33][C@@H:34]2[C@@H:42]3[C@@H:37]([NH:38][C:39]([NH:41]3)=[O:40])[CH2:36][S:35]2)[C:11]1=[O:12])(=O)C.N, predict the reaction product. The product is: [C:29]([NH:28][CH2:27][CH2:26][CH2:25][CH2:24][CH2:23][CH2:22][N:13]1[C:14]2[N:15]=[CH:16][N:17]([CH3:21])[C:18]=2[C:19](=[O:20])[N:10]([CH2:9][CH2:8][CH2:7][CH2:6][C@H:5]([OH:4])[CH3:44])[C:11]1=[O:12])(=[O:43])[CH2:30][CH2:31][CH2:32][CH2:33][C@H:34]1[C@@H:42]2[C@@H:37]([NH:38][C:39]([NH:41]2)=[O:40])[CH2:36][S:35]1. (5) Given the reactants [C:1]([Si:5]([CH3:17])([CH3:16])[O:6][CH2:7][CH2:8][CH2:9][C:10]1[CH:15]=[CH:14][CH:13]=[CH:12][CH:11]=1)([CH3:4])([CH3:3])[CH3:2].[Br:18]N1C(=O)CCC1=O.C(OOC(=O)C1C=CC=CC=1)(=O)C1C=CC=CC=1, predict the reaction product. The product is: [Br:18][CH:9]([C:10]1[CH:11]=[CH:12][CH:13]=[CH:14][CH:15]=1)[CH2:8][CH2:7][O:6][Si:5]([C:1]([CH3:3])([CH3:2])[CH3:4])([CH3:17])[CH3:16]. (6) Given the reactants Br[CH2:2][CH2:3][O:4][CH3:5].C(=O)([O-])[O-].[Cs+].[Cs+].[OH:12][C:13]1[CH:18]=[CH:17][C:16]([S:19][C:20]2[C:21]([C:33]([NH:35][C:36]3[S:40][N:39]=[C:38]([CH3:41])[N:37]=3)=[O:34])=[N:22][C:23]([S:26][C:27]3[N:31]([CH3:32])[CH:30]=[N:29][N:28]=3)=[CH:24][CH:25]=2)=[CH:15][CH:14]=1.[Cl-].[NH4+], predict the reaction product. The product is: [CH3:5][O:4][CH2:3][CH2:2][O:12][C:13]1[CH:14]=[CH:15][C:16]([S:19][C:20]2[C:21]([C:33]([NH:35][C:36]3[S:40][N:39]=[C:38]([CH3:41])[N:37]=3)=[O:34])=[N:22][C:23]([S:26][C:27]3[N:31]([CH3:32])[CH:30]=[N:29][N:28]=3)=[CH:24][CH:25]=2)=[CH:17][CH:18]=1.